Task: Predict the product of the given reaction.. Dataset: Forward reaction prediction with 1.9M reactions from USPTO patents (1976-2016) (1) The product is: [NH2:22][C:8]1[N:7]=[C:6]([O:5][CH2:1][CH2:2][CH2:3][CH3:4])[N:14]=[C:13]2[C:9]=1[NH:10][C:11](=[O:20])[N:12]2[CH2:15][CH2:16][CH2:17][CH2:18][N:30]1[CH2:31][CH2:32][N:27]([CH2:26][CH:23]2[CH2:25][CH2:24]2)[CH2:28][CH2:29]1. Given the reactants [CH2:1]([O:5][C:6]1[N:14]=[C:13]2[C:9]([N:10]=[C:11]([O:20]C)[N:12]2[CH2:15][CH2:16][CH2:17][CH2:18]Cl)=[C:8]([NH2:22])[N:7]=1)[CH2:2][CH2:3][CH3:4].[CH:23]1([CH2:26][N:27]2[CH2:32][CH2:31][NH:30][CH2:29][CH2:28]2)[CH2:25][CH2:24]1, predict the reaction product. (2) The product is: [C:1]([O:5][C:6](=[O:19])[NH:7][CH2:8][C@@H:9]1[CH2:11][C@H:10]1[C:12]1[CH:13]=[C:14]([C:25]2[CH:26]=[CH:27][C:22]([C:21]([F:32])([F:31])[F:20])=[CH:23][CH:24]=2)[CH:15]=[CH:16][CH:17]=1)([CH3:4])([CH3:3])[CH3:2]. Given the reactants [C:1]([O:5][C:6](=[O:19])[NH:7][CH2:8][C@@H:9]1[CH2:11][C@H:10]1[C:12]1[CH:17]=[CH:16][CH:15]=[C:14](Br)[CH:13]=1)([CH3:4])([CH3:3])[CH3:2].[F:20][C:21]([F:32])([F:31])[C:22]1[CH:27]=[CH:26][C:25](B(O)O)=[CH:24][CH:23]=1.C([O-])([O-])=O.[K+].[K+], predict the reaction product. (3) Given the reactants [NH:1]1[CH2:5][CH2:4][N:3]=[C:2]1S(O)(=O)=O.[CH2:10](O)[CH:11]([CH3:13])[CH3:12].[C:15](O)(=O)/[CH:16]=[CH:17]/C(O)=O, predict the reaction product. The product is: [N:1]1[C:12]2[CH2:15][CH2:16][CH2:17][CH2:13][C:11]=2[CH:10]=[C:4]([NH:3][C:2]2[NH:1][CH2:5][CH2:4][N:3]=2)[CH:5]=1. (4) Given the reactants [CH3:1][O:2][C:3]1[CH:8]=[CH:7][C:6]([C:9]2[CH:10]=[CH:11][N:12]=[C:13]3[C:17]=2[NH:16][CH:15]=[C:14]3[C:18](=[O:22])[C:19]([O-])=[O:20])=[CH:5][CH:4]=1.[K+].[C:24]([N:32]1[CH2:37][CH2:36][NH:35][CH:34]([CH3:38])[CH2:33]1)(=[O:31])[C:25]1[CH:30]=[CH:29][CH:28]=[CH:27][CH:26]=1, predict the reaction product. The product is: [C:24]([N:32]1[CH2:37][CH2:36][N:35]([C:19](=[O:20])[C:18]([C:14]2[C:13]3[C:17](=[C:9]([C:6]4[CH:5]=[CH:4][C:3]([O:2][CH3:1])=[CH:8][CH:7]=4)[CH:10]=[CH:11][N:12]=3)[NH:16][CH:15]=2)=[O:22])[C@H:34]([CH3:38])[CH2:33]1)(=[O:31])[C:25]1[CH:26]=[CH:27][CH:28]=[CH:29][CH:30]=1. (5) Given the reactants N[C:2]1[CH:7]=[CH:6]C=[CH:4][CH:3]=1.CI.C(=O)([O-])[O-].[K+].[K+].C(OCC)(=O)C.[CH3:22][N:23]([CH3:26])[CH:24]=O, predict the reaction product. The product is: [CH3:22][N:23]([CH3:26])[C:24]1[CH:6]=[CH:7][CH:2]=[CH:3][CH:4]=1. (6) Given the reactants [CH3:1][S:2]([CH2:5][C:6]1[CH:7]=[C:8]([CH:10]=[CH:11][CH:12]=1)[NH2:9])(=[O:4])=[O:3].Cl[C:14]1[N:19]=[C:18]([C:20]2[CH:25]=[CH:24][C:23]([F:26])=[CH:22][C:21]=2[F:27])[C:17]([F:28])=[CH:16][N:15]=1, predict the reaction product. The product is: [F:27][C:21]1[CH:22]=[C:23]([F:26])[CH:24]=[CH:25][C:20]=1[C:18]1[C:17]([F:28])=[CH:16][N:15]=[C:14]([NH:9][C:8]2[CH:10]=[CH:11][CH:12]=[C:6]([CH2:5][S:2]([CH3:1])(=[O:3])=[O:4])[CH:7]=2)[N:19]=1. (7) The product is: [CH3:1][S:2]([N:5]([C:10]1[CH:19]=[CH:18][CH:17]=[C:16]2[C:11]=1[CH:12]=[CH:13][C:14]([S:25]([Cl:41])(=[O:28])=[O:26])=[C:15]2[O:20][S:21]([CH3:24])(=[O:23])=[O:22])[S:6]([CH3:9])(=[O:8])=[O:7])(=[O:4])=[O:3]. Given the reactants [CH3:1][S:2]([N:5]([C:10]1[CH:19]=[CH:18][CH:17]=[C:16]2[C:11]=1[CH:12]=[CH:13][C:14]([S:25]([O-:28])(=O)=[O:26])=[C:15]2[O:20][S:21]([CH3:24])(=[O:23])=[O:22])[S:6]([CH3:9])(=[O:8])=[O:7])(=[O:4])=[O:3].C(#N)C.CN1CCCC1=O.P(Cl)(Cl)([Cl:41])=O, predict the reaction product. (8) Given the reactants [CH:1]1([N:4]2[CH:8]=[C:7](I)[CH:6]=[N:5]2)[CH2:3][CH2:2]1.C([Mg]Cl)(C)C.C(O[B:19]1[O:23][C:22]([CH3:25])([CH3:24])[C:21]([CH3:27])([CH3:26])[O:20]1)(C)C, predict the reaction product. The product is: [CH:1]1([N:4]2[CH:8]=[C:7]([B:19]3[O:23][C:22]([CH3:25])([CH3:24])[C:21]([CH3:27])([CH3:26])[O:20]3)[CH:6]=[N:5]2)[CH2:3][CH2:2]1.